From a dataset of Catalyst prediction with 721,799 reactions and 888 catalyst types from USPTO. Predict which catalyst facilitates the given reaction. (1) Product: [CH3:3][C:4]1[CH:5]=[CH:6][CH:7]=[C:8]2[C:12]=1[C:11](=[O:13])[N:10]([C:14]1[CH:22]=[C:21]3[C:17]([CH:18]=[CH:19][N:20]3[CH2:23][C:24]([OH:26])=[O:25])=[CH:16][CH:15]=1)[CH2:9]2. The catalyst class is: 776. Reactant: [OH-].[Na+].[CH3:3][C:4]1[CH:5]=[CH:6][CH:7]=[C:8]2[C:12]=1[C:11](=[O:13])[N:10]([C:14]1[CH:22]=[C:21]3[C:17]([CH:18]=[CH:19][N:20]3[CH2:23][C:24]([O:26]CC)=[O:25])=[CH:16][CH:15]=1)[CH2:9]2. (2) Reactant: C([O-])=O.[NH4+].C([O:12][C:13]1[CH:18]=[CH:17][C:16]([CH2:19][CH2:20][N:21]2[C:25]3=[N:26][C:27]([N:31]4[CH2:37][CH:36]5[O:38][CH:33]([CH2:34][CH2:35]5)[CH2:32]4)=[CH:28][C:29](=[O:30])[N:24]3[CH2:23][C@@:22]2([CH3:43])[C:39]([F:42])([F:41])[F:40])=[CH:15][CH:14]=1)C1C=CC=CC=1. Product: [OH:12][C:13]1[CH:18]=[CH:17][C:16]([CH2:19][CH2:20][N:21]2[C:25]3=[N:26][C:27]([N:31]4[CH2:32][CH:33]5[O:38][CH:36]([CH2:35][CH2:34]5)[CH2:37]4)=[CH:28][C:29](=[O:30])[N:24]3[CH2:23][C@@:22]2([CH3:43])[C:39]([F:42])([F:41])[F:40])=[CH:15][CH:14]=1. The catalyst class is: 293. (3) Reactant: ClC(OC(Cl)C)=O.C([N:15]1[CH2:20][CH2:19][C:18]([C:26]2[N:31]=[C:30]([Cl:32])[N:29]=[C:28]([N:33]3[CH2:38][CH2:37][O:36][CH2:35][C@H:34]3[CH3:39])[CH:27]=2)([S:21]([CH2:24][CH3:25])(=[O:23])=[O:22])[CH2:17][CH2:16]1)C1C=CC=CC=1.[C:48](O[C:48]([O:50][C:51]([CH3:54])([CH3:53])[CH3:52])=[O:49])([O:50][C:51]([CH3:54])([CH3:53])[CH3:52])=[O:49].C(N(C(C)C)C(C)C)C. Product: [Cl:32][C:30]1[N:31]=[C:26]([C:18]2([S:21]([CH2:24][CH3:25])(=[O:23])=[O:22])[CH2:19][CH2:20][N:15]([C:48]([O:50][C:51]([CH3:52])([CH3:53])[CH3:54])=[O:49])[CH2:16][CH2:17]2)[CH:27]=[C:28]([N:33]2[CH2:38][CH2:37][O:36][CH2:35][C@H:34]2[CH3:39])[N:29]=1. The catalyst class is: 61. (4) Product: [C:60]([O:64][C:23](=[O:56])[NH:20][C:38]1[CH:37]=[C:36]([CH:35]([S:32]([C:29]2[CH:28]=[CH:27][C:26]([Cl:25])=[CH:31][CH:30]=2)(=[O:34])=[O:33])[C:46]2[CH:51]=[C:50]([F:52])[CH:49]=[CH:48][C:47]=2[F:53])[C:41]([CH3:42])=[CH:40][N:39]=1)([CH3:63])([CH3:62])[CH3:61]. Reactant: C1(P(N=[N+]=[N-])(C2C=CC=CC=2)=O)C=CC=CC=1.C([N:20]([CH2:23]C)CC)C.[Cl:25][C:26]1[CH:31]=[CH:30][C:29]([S:32]([CH:35]([C:46]2[CH:51]=[C:50]([F:52])[CH:49]=[CH:48][C:47]=2[F:53])[C:36]2[C:41]([CH3:42])=[CH:40][N:39]=[C:38](C(O)=O)[CH:37]=2)(=[O:34])=[O:33])=[CH:28][CH:27]=1.C(OCC)(=[O:56])C.[C:60]([OH:64])([CH3:63])([CH3:62])[CH3:61]. The catalyst class is: 11.